Dataset: HIV replication inhibition screening data with 41,000+ compounds from the AIDS Antiviral Screen. Task: Binary Classification. Given a drug SMILES string, predict its activity (active/inactive) in a high-throughput screening assay against a specified biological target. (1) The compound is S=C1NC2=S(N=C(Nc3ccccc3)N2c2ccccc2)S1. The result is 0 (inactive). (2) The compound is Cc1ccc(-c2cc(=O)c(=O)[nH][nH]2)cc1. The result is 0 (inactive). (3) The compound is CC(=O)n1nnc2ccc([N+](=O)[O-])cc21. The result is 0 (inactive). (4) The drug is CC1CC2C3CCC4=CC(=O)C=CC4(C)C3=CCC2(C)C1(O)C(=O)CO. The result is 1 (active). (5) The drug is CC(=O)OCC1CC(n2cc(C)c(=O)[nH]c2=O)=NO1. The result is 0 (inactive).